This data is from Forward reaction prediction with 1.9M reactions from USPTO patents (1976-2016). The task is: Predict the product of the given reaction. Given the reactants [N:1]1[CH:6]=[CH:5][C:4]([NH:7][C:8](=[O:12])[O:9][CH2:10][CH3:11])=[CH:3][CH:2]=1.[Br:13][CH2:14][C:15]([C:17]1[CH:22]=[CH:21][C:20]([N+:23]([O-:25])=[O:24])=[C:19]([O:26][CH3:27])[CH:18]=1)=[O:16], predict the reaction product. The product is: [Br-:13].[CH2:10]([O:9][C:8]([NH:7][C:4]1[CH:3]=[CH:2][N+:1]([CH2:14][C:15]([C:17]2[CH:22]=[CH:21][C:20]([N+:23]([O-:25])=[O:24])=[C:19]([O:26][CH3:27])[CH:18]=2)=[O:16])=[CH:6][CH:5]=1)=[O:12])[CH3:11].